From a dataset of Forward reaction prediction with 1.9M reactions from USPTO patents (1976-2016). Predict the product of the given reaction. Given the reactants C[O:2][C:3](=[O:24])[C:4]1[CH:9]=[C:8]([C:10]2[S:11][CH:12]=[C:13]([C:15]3[CH:20]=[CH:19][C:18]([Cl:21])=[C:17]([Cl:22])[CH:16]=3)[N:14]=2)[CH:7]=[CH:6][C:5]=1Br.[F:25][C:26]1[CH:31]=[C:30]([F:32])[CH:29]=[CH:28][C:27]=1B(O)O, predict the reaction product. The product is: [Cl:22][C:17]1[CH:16]=[C:15]([C:13]2[N:14]=[C:10]([C:8]3[CH:9]=[C:4]([C:3]([OH:2])=[O:24])[C:5]([C:29]4[CH:28]=[CH:27][C:26]([F:25])=[CH:31][C:30]=4[F:32])=[CH:6][CH:7]=3)[S:11][CH:12]=2)[CH:20]=[CH:19][C:18]=1[Cl:21].